The task is: Predict the product of the given reaction.. This data is from Forward reaction prediction with 1.9M reactions from USPTO patents (1976-2016). (1) Given the reactants [C:1]([C:3]1[CH:8]=[CH:7][C:6]([N:9]2[CH2:13][CH:12]([CH2:14][N:15]3C(=O)C4[C:17](=CC=CC=4)[C:16]3=[O:25])[O:11][C:10]2=[O:26])=[CH:5][C:4]=1[F:27])#[CH:2].C1COCC1.C(O)C.O.NN, predict the reaction product. The product is: [C:1]([C:3]1[CH:8]=[CH:7][C:6]([N:9]2[CH2:13][C@H:12]([CH2:14][NH:15][C:16](=[O:25])[CH3:17])[O:11][C:10]2=[O:26])=[CH:5][C:4]=1[F:27])#[CH:2]. (2) Given the reactants [CH3:1][N:2]1[C:8](=[O:9])[CH2:7][C:6]2[CH:10]=[CH:11][CH:12]=[CH:13][C:5]=2[CH2:4][CH2:3]1.C([O:19][N:20]=O)CC(C)C.C[Si]([N-][Si](C)(C)C)(C)C.[Na+], predict the reaction product. The product is: [OH:19][N:20]=[C:7]1[C:6]2[CH:10]=[CH:11][CH:12]=[CH:13][C:5]=2[CH2:4][CH2:3][N:2]([CH3:1])[C:8]1=[O:9]. (3) The product is: [CH:1]1([NH:4][C:5]([C:7]2[N:8]=[N:9][N:10]([C:12]3[CH:17]=[CH:16][C:15]([C:18]([NH:20][CH2:21][CH3:22])=[O:19])=[CH:14][C:13]=3[O:23][CH2:25][CH2:26][CH2:27][CH2:28][CH2:29][F:30])[CH:11]=2)=[O:6])[CH2:3][CH2:2]1. Given the reactants [CH:1]1([NH:4][C:5]([C:7]2[N:8]=[N:9][N:10]([C:12]3[CH:17]=[CH:16][C:15]([C:18]([NH:20][CH2:21][CH3:22])=[O:19])=[CH:14][C:13]=3[OH:23])[CH:11]=2)=[O:6])[CH2:3][CH2:2]1.Br[CH2:25][CH2:26][CH2:27][CH2:28][CH2:29][F:30].C(=O)([O-])[O-].[K+].[K+].O, predict the reaction product. (4) Given the reactants [S:1]1[CH:5]=[CH:4][C:3]([C:6]2[N:7]([CH2:11][C:12]3[CH:13]=[C:14]([C:18]4[CH:22]=[C:21]([CH2:23][CH:24]([CH3:26])[CH3:25])[S:20][C:19]=4[S:27]([NH:30]C(C)(C)C)(=[O:29])=[O:28])[CH:15]=[CH:16][CH:17]=3)[CH:8]=[CH:9][N:10]=2)=[CH:2]1.B(Cl)(Cl)Cl.C([O-])([O-])=O.[Na+].[Na+].Cl[C:46]([O:48][CH2:49][CH2:50][CH2:51][CH3:52])=[O:47], predict the reaction product. The product is: [CH2:49]([O:48][C:46]([NH:30][S:27]([C:19]1[S:20][C:21]([CH2:23][CH:24]([CH3:25])[CH3:26])=[CH:22][C:18]=1[C:14]1[CH:15]=[CH:16][CH:17]=[C:12]([CH2:11][N:7]2[CH:8]=[CH:9][N:10]=[C:6]2[C:3]2[CH:4]=[CH:5][S:1][CH:2]=2)[CH:13]=1)(=[O:29])=[O:28])=[O:47])[CH2:50][CH2:51][CH3:52].